Dataset: Catalyst prediction with 721,799 reactions and 888 catalyst types from USPTO. Task: Predict which catalyst facilitates the given reaction. (1) The catalyst class is: 5. Product: [OH:10][C:11]1[CH:12]=[C:13]([C@:17]2([CH3:37])[CH2:22][CH2:21][N:20]([CH2:23][C@H:24]([CH2:29][C:30]3[CH:31]=[CH:32][CH:33]=[CH:34][CH:35]=3)[C:25]([O:27][CH3:28])=[O:26])[CH2:19][C@@H:18]2[CH3:36])[CH:14]=[CH:15][CH:16]=1. Reactant: C(=O)([O-])[O-].[K+].[K+].C([O:10][C:11]1[CH:12]=[C:13]([C@:17]2([CH3:37])[CH2:22][CH2:21][N:20]([CH2:23][C@H:24]([CH2:29][C:30]3[CH:35]=[CH:34][CH:33]=[CH:32][CH:31]=3)[C:25]([O:27][CH3:28])=[O:26])[CH2:19][C@@H:18]2[CH3:36])[CH:14]=[CH:15][CH:16]=1)(=O)C.O. (2) Reactant: [NH2:1][C:2]1[C:7]2[O:8][C@@H:9]([CH2:12][O:13][S:14]([C:17]3[CH:22]=[CH:21][C:20]([CH3:23])=[CH:19][CH:18]=3)(=[O:16])=[O:15])[CH2:10][O:11][C:6]=2[CH:5]=[CH:4][C:3]=1[N+:24]([O-])=O.[C:27]1(C)[CH:32]=CC(S(O)(=O)=O)=C[CH:28]=1.[H][H]. Product: [CH3:23][C:20]1[CH:21]=[CH:22][C:17]([S:14]([O:13][CH2:12][CH:9]2[O:8][C:7]3[C:6](=[CH:5][CH:4]=[C:3]4[NH:24][C:28]([CH2:27][CH3:32])=[N:1][C:2]4=3)[O:11][CH2:10]2)(=[O:16])=[O:15])=[CH:18][CH:19]=1. The catalyst class is: 19.